Dataset: Forward reaction prediction with 1.9M reactions from USPTO patents (1976-2016). Task: Predict the product of the given reaction. (1) The product is: [Cl:34][C:20]1[CH:21]=[C:22]([NH:25][C:26]2[CH:31]=[CH:30][C:29]([F:32])=[CH:28][C:27]=2[F:33])[CH:23]=[CH:24][C:19]=1[C:18]([C:13]1[CH:12]=[C:11]([C:9]2[N:8]=[N:7][N:6]([CH2:5][C:4]([OH:36])=[O:3])[CH:10]=2)[CH:16]=[CH:15][C:14]=1[CH3:17])=[O:35]. Given the reactants C([O:3][C:4](=[O:36])[CH2:5][N:6]1[CH:10]=[C:9]([C:11]2[CH:16]=[CH:15][C:14]([CH3:17])=[C:13]([C:18](=[O:35])[C:19]3[CH:24]=[CH:23][C:22]([NH:25][C:26]4[CH:31]=[CH:30][C:29]([F:32])=[CH:28][C:27]=4[F:33])=[CH:21][C:20]=3[Cl:34])[CH:12]=2)[N:8]=[N:7]1)C.[Li+].[OH-].O.Cl, predict the reaction product. (2) The product is: [CH3:1][O:2][C:3]1[CH:4]=[CH:5][C:6]2[NH:12][C:11](=[O:13])[N:10]([CH:14]3[CH2:19][CH2:18][N:17]([C:31]4[N:36]=[CH:35][N:34]=[C:33]([C:37]([O:39][C:40]([CH3:42])([CH3:41])[CH3:43])=[O:38])[C:32]=4[CH3:44])[CH2:16][CH2:15]3)[CH2:9][CH2:8][C:7]=2[CH:20]=1. Given the reactants [CH3:1][O:2][C:3]1[CH:4]=[CH:5][C:6]2[NH:12][C:11](=[O:13])[N:10]([CH:14]3[CH2:19][CH2:18][NH:17][CH2:16][CH2:15]3)[CH2:9][CH2:8][C:7]=2[CH:20]=1.CCN(C(C)C)C(C)C.Cl[C:31]1[N:36]=[CH:35][N:34]=[C:33]([C:37]([O:39][C:40]([CH3:43])([CH3:42])[CH3:41])=[O:38])[C:32]=1[CH3:44].O, predict the reaction product. (3) Given the reactants [NH2:1][C:2]1[N:7]=[CH:6][C:5]([C:8]2[CH:9]=[C:10]([NH2:19])[C:11]([NH:14][C:15]([CH3:18])([CH3:17])[CH3:16])=[CH:12][CH:13]=2)=[CH:4][N:3]=1.[CH3:20][C:21]1[N:25]=[CH:24][N:23]([C:26]2[CH:33]=[CH:32][CH:31]=[CH:30][C:27]=2[CH:28]=O)[N:22]=1.OOS([O-])=O.[K+].S([O-])([O-])(=O)=S.[Na+].[Na+], predict the reaction product. The product is: [C:15]([N:14]1[C:11]2[CH:12]=[CH:13][C:8]([C:5]3[CH:4]=[N:3][C:2]([NH2:1])=[N:7][CH:6]=3)=[CH:9][C:10]=2[N:19]=[C:28]1[C:27]1[CH:30]=[CH:31][CH:32]=[CH:33][C:26]=1[N:23]1[CH:24]=[N:25][C:21]([CH3:20])=[N:22]1)([CH3:16])([CH3:18])[CH3:17]. (4) Given the reactants C(NC(C)C)(C)C.C([Li])CCC.[Cl:13][C:14]1[CH:19]=[CH:18][N:17]=[CH:16][C:15]=1[F:20].CN([CH:24]=[O:25])C, predict the reaction product. The product is: [Cl:13][C:14]1[C:15]([F:20])=[CH:16][N:17]=[CH:18][C:19]=1[CH:24]=[O:25]. (5) Given the reactants [CH:1](=[O:7])[CH2:2][CH2:3][CH2:4][CH2:5][CH3:6].[CH2:8](Cl)[CH:9]=[CH2:10].[Sn](Cl)Cl.[I-].[Na+].C(O)(=O)C.[Al], predict the reaction product. The product is: [OH:7][CH:1]([CH2:2][CH2:3][CH2:4][CH2:5][CH3:6])[CH2:10][CH:9]=[CH2:8]. (6) Given the reactants [F:1][C:2]1[CH:7]=[CH:6][C:5]([C:8]2[S:12][CH:11]([C:13]3[CH:18]=[CH:17][CH:16]=[CH:15][C:14]=3[O:19][Si](C(C)C)(C(C)C)C(C)C)[N:10]([C:30]([C:32]3[C:37]([F:38])=[CH:36][C:35]([F:39])=[CH:34][C:33]=3[F:40])=[O:31])[N:9]=2)=[CH:4][CH:3]=1.FC1C=CC(C2SC(C3C=CC=C(OC)C=3O[Si](C(C)C)(C(C)C)C(C)C)N(C(C3C(F)=CC(F)=CC=3F)=O)N=2)=CC=1.[F-].C([N+](CCCC)(CCCC)CCCC)CCC.Br[CH2:102][C:103]1[O:104][CH:105]=[CH:106][C:107]=1[C:108]([O:110][CH3:111])=[O:109], predict the reaction product. The product is: [CH3:111][O:110][C:108]([C:107]1[CH:106]=[CH:105][O:104][C:103]=1[CH2:102][O:19][C:14]1[CH:15]=[CH:16][CH:17]=[CH:18][C:13]=1[CH:11]1[N:10]([C:30](=[O:31])[C:32]2[C:37]([F:38])=[CH:36][C:35]([F:39])=[CH:34][C:33]=2[F:40])[N:9]=[C:8]([C:5]2[CH:6]=[CH:7][C:2]([F:1])=[CH:3][CH:4]=2)[S:12]1)=[O:109]. (7) Given the reactants [Cl:1][C:2]1[C:27]([C:28]([F:31])([F:30])[F:29])=[CH:26][CH:25]=[CH:24][C:3]=1[CH2:4][N:5]([CH2:10][CH:11]([C:18]1[CH:23]=[CH:22][CH:21]=[CH:20][CH:19]=1)[C:12]1[CH:17]=[CH:16][CH:15]=[CH:14][CH:13]=1)[CH2:6][CH2:7][CH2:8][OH:9].[N:32]1([C:38]2[CH:39]=[C:40](O)[CH:41]=[CH:42][CH:43]=2)[CH2:37][CH2:36][O:35][CH2:34][CH2:33]1.C1(P(C2C=CC=CC=2)C2C=CC=CC=2)C=CC=CC=1.CC(OC(/N=N/C(OC(C)C)=O)=O)C, predict the reaction product. The product is: [ClH:1].[Cl:1][C:2]1[C:27]([C:28]([F:29])([F:30])[F:31])=[CH:26][CH:25]=[CH:24][C:3]=1[CH2:4][N:5]([CH2:10][CH:11]([C:12]1[CH:17]=[CH:16][CH:15]=[CH:14][CH:13]=1)[C:18]1[CH:19]=[CH:20][CH:21]=[CH:22][CH:23]=1)[CH2:6][CH2:7][CH2:8][O:9][C:42]1[CH:41]=[CH:40][CH:39]=[C:38]([N:32]2[CH2:33][CH2:34][O:35][CH2:36][CH2:37]2)[CH:43]=1. (8) The product is: [NH2:15][C:16]1[C:21]([C:22]#[N:23])=[C:20]([NH:12][CH:10]([C:4]2[CH:5]=[C:6]([Cl:9])[C:7]([F:8])=[C:2]([Br:1])[C:3]=2[O:13][CH3:14])[CH3:11])[N:19]=[CH:18][N:17]=1. Given the reactants [Br:1][C:2]1[C:3]([O:13][CH3:14])=[C:4]([CH:10]([NH2:12])[CH3:11])[CH:5]=[C:6]([Cl:9])[C:7]=1[F:8].[NH2:15][C:16]1[C:21]([C:22]#[N:23])=[C:20](Cl)[N:19]=[CH:18][N:17]=1.C(N(CC)C(C)C)(C)C.C(O)C, predict the reaction product. (9) The product is: [O:1]1[C:5]2=[CH:6][CH:7]=[CH:8][C:9](/[CH:10]=[N:12]/[OH:13])=[C:4]2[CH:3]=[CH:2]1. Given the reactants [O:1]1[C:5]2=[CH:6][CH:7]=[CH:8][C:9]([CH:10]=O)=[C:4]2[CH:3]=[CH:2]1.[NH2:12][OH:13].Cl.[OH-].[Na+].O, predict the reaction product.